This data is from Forward reaction prediction with 1.9M reactions from USPTO patents (1976-2016). The task is: Predict the product of the given reaction. (1) Given the reactants Br[C:2]1[N:6]2[CH:7]=[CH:8][N:9]=[C:10]([NH:11][CH2:12][C:13]3[CH:18]=[CH:17][C:16]([S:19]([NH2:22])(=[O:21])=[O:20])=[CH:15][CH:14]=3)[C:5]2=[N:4][C:3]=1C.CC1(C)C(C)(C)OB([C:32]2[CH:37]=[CH:36][C:35]([OH:38])=[CH:34][CH:33]=2)O1.C([O-])([O-])=O.[Na+].[Na+].O(C1C=CC=CC=1P(C1C=CC=CC=1)C1C=CC=CC=1)C1C=CC=CC=1P(C1C=CC=CC=1)C1C=CC=CC=1, predict the reaction product. The product is: [OH:38][C:35]1[CH:36]=[CH:37][C:32]([C:2]2[N:6]3[CH:7]=[CH:8][N:9]=[C:10]([NH:11][CH2:12][C:13]4[CH:14]=[CH:15][C:16]([S:19]([NH2:22])(=[O:21])=[O:20])=[CH:17][CH:18]=4)[C:5]3=[N:4][CH:3]=2)=[CH:33][CH:34]=1. (2) Given the reactants C[O:2][C:3]1[CH:4]=[CH:5][C:6]([Si:9]([CH3:12])([CH3:11])[CH3:10])=[N:7][CH:8]=1.C([S-])C.[Na+], predict the reaction product. The product is: [OH:2][C:3]1[CH:4]=[CH:5][C:6]([Si:9]([CH3:12])([CH3:11])[CH3:10])=[N:7][CH:8]=1. (3) The product is: [OH:1][C:2]1[C:6]2([CH2:11][CH2:10][N:9]([O:12][CH3:13])[CH2:8][CH2:7]2)[N:5]([CH3:24])[C:4](=[O:14])[C:3]=1[C:15]1[C:20]([CH3:21])=[CH:19][C:18]([CH3:22])=[CH:17][C:16]=1[CH3:23]. Given the reactants [OH:1][C:2]1[C:6]2([CH2:11][CH2:10][N:9]([O:12][CH3:13])[CH2:8][CH2:7]2)[NH:5][C:4](=[O:14])[C:3]=1[C:15]1[C:20]([CH3:21])=[CH:19][C:18]([CH3:22])=[CH:17][C:16]=1[CH3:23].[CH3:24][Si]([N-][Si](C)(C)C)(C)C.[Li+].CI, predict the reaction product. (4) Given the reactants [F:1][C:2]1[CH:3]=[CH:4][C:5]2[N:6]([CH:8]=[C:9]([CH3:11])[N:10]=2)[CH:7]=1.[I:12]N1C(=O)CCC1=O, predict the reaction product. The product is: [F:1][C:2]1[CH:3]=[CH:4][C:5]2[N:6]([C:8]([I:12])=[C:9]([CH3:11])[N:10]=2)[CH:7]=1. (5) The product is: [ClH:14].[CH2:15]([N:22]1[CH2:28][CH2:27][CH2:3][C:1]([CH2:4][OH:10])([OH:5])[CH2:2][CH2:23]1)[C:16]1[CH:21]=[CH:20][CH:19]=[CH:18][CH:17]=1. Given the reactants [C:1]([OH:5])([CH3:4])([CH3:3])[CH3:2].C[N+]1([O-])CC[O:10]CC1.[ClH:14].[CH2:15]([N:22]1[CH2:28][CH2:27]CC(=C)C[CH2:23]1)[C:16]1[CH:21]=[CH:20][CH:19]=[CH:18][CH:17]=1.Cl.CCOC(C)=O, predict the reaction product. (6) Given the reactants [CH3:1][C:2]([C:4]1[CH:9]=[CH:8][C:7]([N:10]2[CH2:14][CH2:13][CH2:12][CH2:11]2)=[CH:6][CH:5]=1)=[O:3].CC[O-].[Na+].[C:19](OCC)(=[O:25])[C:20]([O:22][CH2:23][CH3:24])=[O:21], predict the reaction product. The product is: [CH2:23]([O:22][C:20](=[O:21])[C:19](=[O:25])[CH2:1][C:2](=[O:3])[C:4]1[CH:9]=[CH:8][C:7]([N:10]2[CH2:14][CH2:13][CH2:12][CH2:11]2)=[CH:6][CH:5]=1)[CH3:24]. (7) Given the reactants Br[C:2]1[C:3]([N:22]2[CH2:25][C:24]([F:27])([F:26])[CH2:23]2)=[C:4]([C@H:10]([O:17][C:18]([CH3:21])([CH3:20])[CH3:19])[C:11]([O:13][CH:14]([CH3:16])[CH3:15])=[O:12])[C:5]([CH3:9])=[N:6][C:7]=1[CH3:8].[F:28][C:29]1[CH:46]=[CH:45][C:32]([CH2:33][CH2:34][O:35][C:36]2[CH:41]=[CH:40][C:39](B(O)O)=[CH:38][CH:37]=2)=[CH:31][CH:30]=1.C(=O)([O-])[O-].[Na+].[Na+], predict the reaction product. The product is: [C:18]([O:17][C@@H:10]([C:4]1[C:5]([CH3:9])=[N:6][C:7]([CH3:8])=[C:2]([C:39]2[CH:38]=[CH:37][C:36]([O:35][CH2:34][CH2:33][C:32]3[CH:31]=[CH:30][C:29]([F:28])=[CH:46][CH:45]=3)=[CH:41][CH:40]=2)[C:3]=1[N:22]1[CH2:25][C:24]([F:27])([F:26])[CH2:23]1)[C:11]([O:13][CH:14]([CH3:16])[CH3:15])=[O:12])([CH3:21])([CH3:20])[CH3:19].